This data is from Full USPTO retrosynthesis dataset with 1.9M reactions from patents (1976-2016). The task is: Predict the reactants needed to synthesize the given product. (1) Given the product [NH2:1][C:2]1[N:6]([C:7]2[CH:12]=[CH:11][CH:10]=[CH:9][N:8]=2)[N:5]=[C:4]([NH:13][C:14]2[CH:15]=[C:16]([CH:20]=[CH:21][C:22]=2[O:23][CH3:24])[C:17]([NH2:32])=[O:18])[N:3]=1, predict the reactants needed to synthesize it. The reactants are: [NH2:1][C:2]1[N:6]([C:7]2[CH:12]=[CH:11][CH:10]=[CH:9][N:8]=2)[N:5]=[C:4]([NH:13][C:14]2[CH:15]=[C:16]([CH:20]=[CH:21][C:22]=2[O:23][CH3:24])[C:17](O)=[O:18])[N:3]=1.C1COCC1.C(N1C=CN=C1)([N:32]1C=CN=C1)=O.N. (2) The reactants are: [CH3:1][C:2]1[CH:3]=[C:4]2[C:8](=[CH:9][CH:10]=1)[NH:7][C:6]1[CH2:11][CH:12]3[NH:17][CH:16]([C:5]2=1)[CH2:15][CH2:14][CH2:13]3.[C:18]([C:20]1[CH:25]=[CH:24][CH:23]=[C:22]([C:26]([F:29])([F:28])[F:27])[CH:21]=1)#[CH:19]. Given the product [CH3:1][C:2]1[CH:3]=[C:4]2[C:8](=[CH:9][CH:10]=1)[N:7](/[CH:19]=[CH:18]\[C:20]1[CH:25]=[CH:24][CH:23]=[C:22]([C:26]([F:27])([F:28])[F:29])[CH:21]=1)[C:6]1[CH2:11][CH:12]3[NH:17][CH:16]([C:5]2=1)[CH2:15][CH2:14][CH2:13]3, predict the reactants needed to synthesize it. (3) Given the product [CH3:9][O:10][C:11]1[C:16]([O:17][CH3:18])=[CH:15][CH:14]=[CH:13][C:12]=1[C:2]1[C:3]([NH2:8])=[N:4][CH:5]=[CH:6][CH:7]=1, predict the reactants needed to synthesize it. The reactants are: Br[C:2]1[C:3]([NH2:8])=[N:4][CH:5]=[CH:6][CH:7]=1.[CH3:9][O:10][C:11]1[C:16]([O:17][CH3:18])=[CH:15][CH:14]=[CH:13][C:12]=1B(O)O.O.C(=O)([O-])[O-].[Na+].[Na+].